From a dataset of Full USPTO retrosynthesis dataset with 1.9M reactions from patents (1976-2016). Predict the reactants needed to synthesize the given product. (1) Given the product [Cl:28][CH2:27][CH2:26][CH2:25][O:17][C:6]1[CH:7]=[CH:8][C:9]2[C:10]3[S:14][C:13]([CH2:15][CH3:16])=[N:12][C:11]=3[C:2]([NH2:1])=[N:3][C:4]=2[CH:5]=1, predict the reactants needed to synthesize it. The reactants are: [NH2:1][C:2]1[C:11]2[N:12]=[C:13]([CH2:15][CH3:16])[S:14][C:10]=2[C:9]2[CH:8]=[CH:7][C:6]([OH:17])=[CH:5][C:4]=2[N:3]=1.C(=O)([O-])[O-].[Cs+].[Cs+].Br[CH2:25][CH2:26][CH2:27][Cl:28].O. (2) Given the product [CH2:1]([N:3]([CH2:20][CH3:21])[CH2:4][CH2:5][NH:6][C:38]([C:27]1[C:26]2[NH:25][C:24]3[C:33](=[CH:34][CH:35]=[CH:36][C:23]=3[I:22])[C:32](=[O:37])[C:31]=2[CH:30]=[CH:29][CH:28]=1)=[O:40])[CH3:2], predict the reactants needed to synthesize it. The reactants are: [CH2:1]([N:3]([CH2:20][CH3:21])[CH2:4][CH2:5][NH:6]C(C1C=CC2C(=CC=C(I)C=2)C=1)=O)[CH3:2].[I:22][C:23]1[CH:36]=[CH:35][CH:34]=[C:33]2[C:24]=1[NH:25][C:26]1[C:27]([C:38]([O:40]C)=O)=[CH:28][CH:29]=[CH:30][C:31]=1[C:32]2=[O:37].[K+].[Br-].Cl.Cl.C(N(CC)CCNC(=O)C1C=CC(I)=NC=1)C.